This data is from Serine/threonine kinase 33 screen with 319,792 compounds. The task is: Binary Classification. Given a drug SMILES string, predict its activity (active/inactive) in a high-throughput screening assay against a specified biological target. (1) The molecule is ClC(Cl)C(=O)N(C1C2CC(C1)C=C2)C. The result is 0 (inactive). (2) The result is 0 (inactive). The compound is Fc1c(CNC(=O)C2CN(CCN3CCOCC3)C(=O)CC2)c(F)ccc1C.